From a dataset of Forward reaction prediction with 1.9M reactions from USPTO patents (1976-2016). Predict the product of the given reaction. The product is: [CH2:1]([O:8][C:9]1[CH:10]=[CH:11][C:12]2[C:13]3[N:22]([CH2:23][CH:24]4[CH2:29][CH2:28][O:27][CH2:26][CH2:25]4)[C:21]([CH2:30][NH:42][O:40][CH3:41])=[N:20][C:14]=3[C:15]([NH2:19])=[N:16][C:17]=2[CH:18]=1)[C:2]1[CH:7]=[CH:6][CH:5]=[CH:4][CH:3]=1. Given the reactants [CH2:1]([O:8][C:9]1[CH:10]=[CH:11][C:12]2[C:13]3[N:22]([CH2:23][CH:24]4[CH2:29][CH2:28][O:27][CH2:26][CH2:25]4)[C:21]([CH2:30]Cl)=[N:20][C:14]=3[C:15]([NH2:19])=[N:16][C:17]=2[CH:18]=1)[C:2]1[CH:7]=[CH:6][CH:5]=[CH:4][CH:3]=1.C(N(CC)CC)C.Cl.[O:40]([NH2:42])[CH3:41], predict the reaction product.